This data is from Forward reaction prediction with 1.9M reactions from USPTO patents (1976-2016). The task is: Predict the product of the given reaction. (1) Given the reactants [CH3:1][N:2]([CH3:6])[C:3](Cl)=[O:4].[OH:7][C:8]([C:10]([F:13])([F:12])[F:11])=[O:9].[F:14][C:15]1[CH:41]=[C:40]([O:42][CH3:43])[CH:39]=[CH:38][C:16]=1[O:17][CH:18]1[CH2:23][CH2:22][N:21]([C:24]2[N:25]=[C:26]3[CH2:37][CH2:36][NH:35][CH2:34][C:27]3=[N:28][C:29]=2[NH:30][CH:31]([CH3:33])[CH3:32])[CH2:20][CH2:19]1.C(N(CC)CC)C, predict the reaction product. The product is: [F:14][C:15]1[CH:41]=[C:40]([O:42][CH3:43])[CH:39]=[CH:38][C:16]=1[O:17][CH:18]1[CH2:19][CH2:20][N:21]([C:24]2[N:25]=[C:26]3[CH2:37][CH2:36][N:35]([C:3]([N:2]([CH3:6])[CH3:1])=[O:4])[CH2:34][C:27]3=[N:28][C:29]=2[NH:30][CH:31]([CH3:33])[CH3:32])[CH2:22][CH2:23]1.[C:8]([OH:9])([C:10]([F:13])([F:12])[F:11])=[O:7]. (2) Given the reactants [NH2:1][C:2]1[CH:6]=[CH:5][S:4][C:3]=1[C:7]([O:9][CH3:10])=[O:8].N1C=CC=CC=1.[Br:17][C:18]1[CH:23]=[CH:22][C:21]([S:24](Cl)(=[O:26])=[O:25])=[CH:20][CH:19]=1.[OH-].[Na+], predict the reaction product. The product is: [Br:17][C:18]1[CH:23]=[CH:22][C:21]([S:24]([NH:1][C:2]2[CH:6]=[CH:5][S:4][C:3]=2[C:7]([O:9][CH3:10])=[O:8])(=[O:26])=[O:25])=[CH:20][CH:19]=1. (3) Given the reactants [Br:1][C:2]1[CH:3]=[C:4]2[C:9](=[CH:10][CH:11]=1)[N:8]=[CH:7][CH:6]=[C:5]2I.C([Sn](CCCC)(CCCC)[C:18]1[CH:23]=[CH:22][N:21]=[N:20][CH:19]=1)CCC.CCOC(C)=O, predict the reaction product. The product is: [Br:1][C:2]1[CH:3]=[C:4]2[C:9](=[CH:10][CH:11]=1)[N:8]=[CH:7][CH:6]=[C:5]2[C:18]1[CH:23]=[CH:22][N:21]=[N:20][CH:19]=1. (4) The product is: [CH3:1][N:2]([C:4]([NH:6][C:7]([NH2:9])=[NH:8])=[NH:5])[CH3:3].[C:13]([O-:22])(=[O:21])[CH2:14][CH2:15][CH2:16][CH2:17][C:18]([O-:20])=[O:19]. Given the reactants [CH3:1][N:2]([C:4]([N:6]=[C:7]([NH2:9])[NH2:8])=[NH:5])[CH3:3].Cl.[OH-].[Na+].[C:13]([OH:22])(=[O:21])[CH2:14][CH2:15][CH2:16][CH2:17][C:18]([OH:20])=[O:19].C(Cl)Cl, predict the reaction product. (5) Given the reactants [N:1]1([CH2:6][CH2:7][CH2:8][CH2:9][C:10]2[N:15]=[CH:14][C:13](B(O)O)=[CH:12][N:11]=2)[CH:5]=[CH:4][N:3]=[N:2]1.[OH2:19].OO, predict the reaction product. The product is: [N:1]1([CH2:6][CH2:7][CH2:8][CH2:9][C:10]2[N:15]=[CH:14][C:13]([OH:19])=[CH:12][N:11]=2)[CH:5]=[CH:4][N:3]=[N:2]1. (6) The product is: [CH2:1]([O:3][C:4]([CH:6]1[CH2:11][CH2:10][N:9]([C:12]2[CH:17]=[CH:16][C:15]([C:18](=[O:28])[NH:19][C:20]3[CH:21]=[C:22]([C:34]4[CH:33]=[CH:32][CH:31]=[C:30]([F:29])[CH:35]=4)[C:23]([CH3:26])=[CH:24][CH:25]=3)=[CH:14][N:13]=2)[CH2:8][CH2:7]1)=[O:5])[CH3:2]. Given the reactants [CH2:1]([O:3][C:4]([CH:6]1[CH2:11][CH2:10][N:9]([C:12]2[CH:17]=[CH:16][C:15]([C:18](=[O:28])[NH:19][C:20]3[CH:25]=[CH:24][C:23]([CH3:26])=[C:22](I)[CH:21]=3)=[CH:14][N:13]=2)[CH2:8][CH2:7]1)=[O:5])[CH3:2].[F:29][C:30]1[CH:31]=[C:32](B(O)O)[CH:33]=[CH:34][CH:35]=1.C(OC(C1CCN(C2C=CC(C(=O)NC3C=CC(C4C=CC=CC=4)=C(C)C=3)=CN=2)CC1)=O)C, predict the reaction product. (7) Given the reactants [N:1]1[CH:6]=[CH:5][N:4]=[CH:3][C:2]=1[C:7]1[N:15]2[C:10]([CH:11]=[CH:12][CH:13]=[CH:14]2)=[CH:9][C:8]=1[CH2:16][OH:17], predict the reaction product. The product is: [N:1]1[CH:6]=[CH:5][N:4]=[CH:3][C:2]=1[C:7]1[N:15]2[C:10]([CH:11]=[CH:12][CH:13]=[CH:14]2)=[CH:9][C:8]=1[CH:16]=[O:17].